This data is from Full USPTO retrosynthesis dataset with 1.9M reactions from patents (1976-2016). The task is: Predict the reactants needed to synthesize the given product. (1) The reactants are: [N:1]1[CH:6]=[CH:5][C:4]([C:7]2[O:11][CH:10]=[N:9][N:8]=2)=[CH:3][CH:2]=1.[Li]CCCC.[N:17]#N.CCOCC.[C:24]([C:31](N)([CH2:34][CH3:35])[CH:32]=[O:33])([O:26][C:27]([CH3:30])([CH3:29])[CH3:28])=[O:25]. Given the product [C:24]([CH:31]([CH2:34][CH3:35])[C@@:32]([NH2:17])([C:10]1[O:11][C:7]([C:4]2[CH:3]=[CH:2][N:1]=[CH:6][CH:5]=2)=[N:8][N:9]=1)[OH:33])([O:26][C:27]([CH3:30])([CH3:29])[CH3:28])=[O:25], predict the reactants needed to synthesize it. (2) Given the product [NH2:29][C:26]1[CH:25]=[CH:24][C:23]([O:22][C:20]([CH2:19][O:18][C:16](=[O:17])[CH2:15][CH2:14][C:13]([O:12][CH2:11][C:9]([O:8][C:7]2[CH:6]=[CH:5][C:4]([NH2:1])=[CH:34][CH:33]=2)=[O:10])=[O:32])=[O:21])=[CH:28][CH:27]=1, predict the reactants needed to synthesize it. The reactants are: [N+:1]([C:4]1[CH:34]=[CH:33][C:7]([O:8][C:9]([CH2:11][O:12][C:13](=[O:32])[CH2:14][CH2:15][C:16]([O:18][CH2:19][C:20]([O:22][C:23]2[CH:28]=[CH:27][C:26]([N+:29]([O-])=O)=[CH:25][CH:24]=2)=[O:21])=[O:17])=[O:10])=[CH:6][CH:5]=1)([O-])=O.